From a dataset of Catalyst prediction with 721,799 reactions and 888 catalyst types from USPTO. Predict which catalyst facilitates the given reaction. (1) Reactant: [Cl:1][C:2]1[N:7]=[C:6](Cl)[C:5]([O:9][CH3:10])=[CH:4][N:3]=1.[NH3:11]. Product: [Cl:1][C:2]1[N:7]=[C:6]([NH2:11])[C:5]([O:9][CH3:10])=[CH:4][N:3]=1. The catalyst class is: 12. (2) Reactant: Cl[C:2]1[N:3]=[CH:4][C:5]2[CH:11]=[C:10]([C:12]3[CH:17]=[CH:16][C:15]([C:18]4[CH:23]=[N:22][CH:21]=[C:20]([CH3:24])[N:19]=4)=[CH:14][C:13]=3[Cl:25])[C:9](=[O:26])[N:8]([CH2:27][CH3:28])[C:6]=2[N:7]=1.[CH3:29][Si:30]([CH3:37])([CH3:36])[O:31][CH2:32][CH2:33][CH2:34][NH2:35].CCN(CC)CC. Product: [Cl:25][C:13]1[CH:14]=[C:15]([C:18]2[CH:23]=[N:22][CH:21]=[C:20]([CH3:24])[N:19]=2)[CH:16]=[CH:17][C:12]=1[C:10]1[C:9](=[O:26])[N:8]([CH2:27][CH3:28])[C:6]2[N:7]=[C:2]([NH:35][CH2:34][CH2:33][CH2:32][O:31][Si:30]([CH3:37])([CH3:36])[CH3:29])[N:3]=[CH:4][C:5]=2[CH:11]=1. The catalyst class is: 32.